From a dataset of NCI-60 drug combinations with 297,098 pairs across 59 cell lines. Regression. Given two drug SMILES strings and cell line genomic features, predict the synergy score measuring deviation from expected non-interaction effect. Drug 1: CCCCCOC(=O)NC1=NC(=O)N(C=C1F)C2C(C(C(O2)C)O)O. Drug 2: COC1=C2C(=CC3=C1OC=C3)C=CC(=O)O2. Cell line: T-47D. Synergy scores: CSS=-4.74, Synergy_ZIP=1.80, Synergy_Bliss=0.221, Synergy_Loewe=-21.5, Synergy_HSA=-4.85.